This data is from TCR-epitope binding with 47,182 pairs between 192 epitopes and 23,139 TCRs. The task is: Binary Classification. Given a T-cell receptor sequence (or CDR3 region) and an epitope sequence, predict whether binding occurs between them. (1) The epitope is ATDALMTGY. The TCR CDR3 sequence is CAISESASGSNEQYF. Result: 1 (the TCR binds to the epitope). (2) The epitope is VLQAVGACV. The TCR CDR3 sequence is CASSVEGTIHTDTQYF. Result: 0 (the TCR does not bind to the epitope). (3) The epitope is DATYQRTRALVR. The TCR CDR3 sequence is CASSDLAGTSGTNTYEQYF. Result: 1 (the TCR binds to the epitope). (4) The epitope is LLWNGPMAV. The TCR CDR3 sequence is CASYGTEAFF. Result: 0 (the TCR does not bind to the epitope). (5) The epitope is SEISMDNSPNL. The TCR CDR3 sequence is CSVELADYNEQFF. Result: 0 (the TCR does not bind to the epitope).